This data is from Forward reaction prediction with 1.9M reactions from USPTO patents (1976-2016). The task is: Predict the product of the given reaction. (1) Given the reactants [CH:1]1[C:10]2[C:5](=[CH:6][CH:7]=[CH:8][CH:9]=2)[CH:4]=[CH:3][C:2]=1[OH:11].[OH-:12].[K+].[C:14]1([CH3:20])[CH:19]=[CH:18][CH:17]=[CH:16][CH:15]=1, predict the reaction product. The product is: [CH:1]1[C:10]2[C:5](=[CH:6][CH:7]=[CH:8][CH:9]=2)[CH:4]=[CH:3][C:2]=1[O:11][C:18]1[C:19]2[C:20](=[O:12])[C:14]3[C:19](=[C:18]([O:11][C:2]4[CH:3]=[CH:4][C:5]5[C:10](=[CH:9][CH:8]=[CH:7][CH:6]=5)[CH:1]=4)[CH:17]=[CH:16][CH:15]=3)[C:20](=[O:12])[C:14]=2[CH:15]=[CH:16][CH:17]=1. (2) Given the reactants [OH:1]OS([O-])=O.[K+].[CH2:7]([S:9][C:10]1[CH:30]=[CH:29][C:13]([O:14][C:15]2[C:23]3[C:18](=[CH:19][CH:20]=[C:21]([C:24]([F:27])([F:26])[F:25])[CH:22]=3)[NH:17][C:16]=2[CH3:28])=[CH:12][CH:11]=1)[CH3:8].[OH2:31], predict the reaction product. The product is: [CH2:7]([S:9]([C:10]1[CH:30]=[CH:29][C:13]([O:14][C:15]2[C:23]3[C:18](=[CH:19][CH:20]=[C:21]([C:24]([F:25])([F:27])[F:26])[CH:22]=3)[NH:17][C:16]=2[CH3:28])=[CH:12][CH:11]=1)(=[O:1])=[O:31])[CH3:8]. (3) Given the reactants [CH:1]1([NH:6][C:7]2[N:11]3[N:12]=[CH:13][C:14]([C:15]#[N:16])=[C:10]3[NH:9][C:8]=2[C:17]2[C:26]([O:27][CH3:28])=[CH:25][C:24]3[C:19](=[CH:20][CH:21]=[CH:22][CH:23]=3)[CH:18]=2)[CH2:5][CH2:4][CH2:3][CH2:2]1.[OH2:29], predict the reaction product. The product is: [NH2:9][C:10]1[N:11](/[C:7](=[N:6]/[CH:1]2[CH2:5][CH2:4][CH2:3][CH2:2]2)/[C:8]([C:17]2[C:26]([O:27][CH3:28])=[CH:25][C:24]3[C:19](=[CH:20][CH:21]=[CH:22][CH:23]=3)[CH:18]=2)=[O:29])[N:12]=[CH:13][C:14]=1[C:15]#[N:16]. (4) Given the reactants [Cl:1][C:2]1[CH:7]=[CH:6][C:5](I)=[CH:4][CH:3]=1.C([Mg]Cl)(C)C.[Cl-].[Li+].[CH3:16][CH:17]([CH3:29])[C:18](=[C:20]([C:25]([O:27][CH3:28])=[O:26])[C:21]([O:23][CH3:24])=[O:22])[CH3:19], predict the reaction product. The product is: [Cl:1][C:2]1[CH:7]=[CH:6][C:5]([C:18]([CH:20]([C:25]([O:27][CH3:28])=[O:26])[C:21]([O:23][CH3:24])=[O:22])([CH:17]([CH3:29])[CH3:16])[CH3:19])=[CH:4][CH:3]=1. (5) Given the reactants [CH:1]12[CH2:10][CH:5]3[CH2:6][CH:7]([CH2:9][CH:3]([CH2:4]3)[C:2]1=[O:11])[CH2:8]2.C([O-])([O-])=[O:13].C([O-])([O-])=O.OO.OO.OO.[Na+].[Na+].[Na+].[Na+].C([O-])(O[O-])=O.[Na+].[Na+].O, predict the reaction product. The product is: [CH2:6]1[C@@H:5]2[CH2:10][CH:1]3[O:13][C:2](=[O:11])[CH:3]([CH2:4]2)[CH2:9][C@@H:7]1[CH2:8]3.